From a dataset of Reaction yield outcomes from USPTO patents with 853,638 reactions. Predict the reaction yield, written as a fraction of the theoretical maximum amount of product (1.0 means a 100% yield; for example, 0.34 means a 34% yield). (1) The reactants are N(C(OC(C)C)=O)=NC(OC(C)C)=O.[C:15]([O:19][C:20](=[O:35])[NH:21][C@H:22]([C:26]([N:28]1[CH2:33][CH2:32][CH:31]([OH:34])[CH2:30][CH2:29]1)=[O:27])[CH:23]([CH3:25])[CH3:24])([CH3:18])([CH3:17])[CH3:16].[F:36][C:37]1[CH:42]=[CH:41][C:40](O)=[C:39]([O:44][CH3:45])[CH:38]=1.C1(P(C2C=CC=CC=2)C2C=CC=CC=2)C=CC=CC=1. The catalyst is C1(C)C=CC=CC=1. The product is [C:15]([O:19][C:20](=[O:35])[NH:21][C@H:22]([C:26]([N:28]1[CH2:33][CH2:32][CH:31]([O:34][C:40]2[CH:41]=[CH:42][C:37]([F:36])=[CH:38][C:39]=2[O:44][CH3:45])[CH2:30][CH2:29]1)=[O:27])[CH:23]([CH3:25])[CH3:24])([CH3:17])([CH3:18])[CH3:16]. The yield is 0.740. (2) The reactants are Br[C:2]1[C:3]([C:23]2[C:28]([F:29])=[CH:27][CH:26]=[CH:25][C:24]=2[Cl:30])=[N:4][O:5][C:6]=1[C:7]1[CH:8]=[N:9][N:10]([C:16]2[CH:21]=[CH:20][CH:19]=[C:18]([F:22])[CH:17]=2)[C:11]=1[C:12]([F:15])([F:14])[F:13].[O:31]1[CH:35]=[CH:34][C:33](B(O)O)=[CH:32]1.C(=O)([O-])[O-].[Cs+].[Cs+]. The catalyst is C1C=CC([P]([Pd]([P](C2C=CC=CC=2)(C2C=CC=CC=2)C2C=CC=CC=2)([P](C2C=CC=CC=2)(C2C=CC=CC=2)C2C=CC=CC=2)[P](C2C=CC=CC=2)(C2C=CC=CC=2)C2C=CC=CC=2)(C2C=CC=CC=2)C2C=CC=CC=2)=CC=1.COCCOC. The product is [Cl:30][C:24]1[CH:25]=[CH:26][CH:27]=[C:28]([F:29])[C:23]=1[C:3]1[C:2]([C:33]2[CH:34]=[CH:35][O:31][CH:32]=2)=[C:6]([C:7]2[CH:8]=[N:9][N:10]([C:16]3[CH:21]=[CH:20][CH:19]=[C:18]([F:22])[CH:17]=3)[C:11]=2[C:12]([F:15])([F:14])[F:13])[O:5][N:4]=1. The yield is 0.170.